This data is from Forward reaction prediction with 1.9M reactions from USPTO patents (1976-2016). The task is: Predict the product of the given reaction. (1) The product is: [Cl:1][C:2]1[CH:7]=[CH:6][C:5]([NH:8][C:9]2[C:18]3[C:13](=[C:14]([NH:20][C:34]([C:31]4[C:27]5[N:28]=[CH:29][N:30]=[C:25]([NH:24][CH:21]6[CH2:22][CH2:23]6)[C:26]=5[S:33][CH:32]=4)=[O:35])[C:15]([CH3:19])=[CH:16][CH:17]=3)[CH:12]=[CH:11][N:10]=2)=[CH:4][CH:3]=1. Given the reactants [Cl:1][C:2]1[CH:7]=[CH:6][C:5]([NH:8][C:9]2[C:18]3[CH:17]=[CH:16][C:15]([CH3:19])=[C:14]([NH2:20])[C:13]=3[CH:12]=[CH:11][N:10]=2)=[CH:4][CH:3]=1.[CH:21]1([NH:24][C:25]2[C:26]3[S:33][CH:32]=[C:31]([C:34](O)=[O:35])[C:27]=3[N:28]=[CH:29][N:30]=2)[CH2:23][CH2:22]1, predict the reaction product. (2) Given the reactants [CH3:1][C:2]1[CH:10]=[CH:9][C:8]([N+:11]([O-:13])=[O:12])=[CH:7][C:3]=1[C:4](O)=[O:5].B.C(=O)([O-])[O-].[K+].[K+], predict the reaction product. The product is: [CH3:1][C:2]1[CH:10]=[CH:9][C:8]([N+:11]([O-:13])=[O:12])=[CH:7][C:3]=1[CH2:4][OH:5]. (3) Given the reactants [F:1][C:2]([F:20])([F:19])[C:3]1[CH:8]=[CH:7][C:6]([C:9]2[N:14]=[C:13](O)[N:12]3[N:16]=[CH:17][N:18]=[C:11]3[CH:10]=2)=[CH:5][CH:4]=1.P(Cl)(Cl)([Cl:23])=O, predict the reaction product. The product is: [Cl:23][C:13]1[N:12]2[N:16]=[CH:17][N:18]=[C:11]2[CH:10]=[C:9]([C:6]2[CH:7]=[CH:8][C:3]([C:2]([F:20])([F:19])[F:1])=[CH:4][CH:5]=2)[N:14]=1. (4) Given the reactants [Cl:1][C:2]1[CH:7]=[CH:6][C:5]([C:8]2[N:12]([CH2:13][CH3:14])[C:11](=[O:15])[NH:10][CH:9]=2)=[CH:4][CH:3]=1.Cl[CH2:17][C:18]([O:20]CC)=[O:19].C(=O)([O-])[O-].[K+].[K+], predict the reaction product. The product is: [Cl:1][C:2]1[CH:3]=[CH:4][C:5]([C:8]2[N:12]([CH2:13][CH3:14])[C:11](=[O:15])[N:10]([CH2:17][C:18]([OH:20])=[O:19])[CH:9]=2)=[CH:6][CH:7]=1. (5) Given the reactants [Br:1][C:2]1[CH:10]=[CH:9][C:5]2[NH:6][CH:7]=[N:8][C:4]=2[CH:3]=1.[CH3:11][C:12]([O:15][C:16](O[C:16]([O:15][C:12]([CH3:14])([CH3:13])[CH3:11])=[O:17])=[O:17])([CH3:14])[CH3:13].C(N(CC)CC)C, predict the reaction product. The product is: [Br:1][C:2]1[CH:10]=[CH:9][C:5]2[N:6]([C:16]([O:15][C:12]([CH3:14])([CH3:13])[CH3:11])=[O:17])[CH:7]=[N:8][C:4]=2[CH:3]=1. (6) Given the reactants [CH3:1][O:2][C:3]1[CH:4]=[C:5]([NH:20][C:21]2[CH:26]=[C:25]([O:27][C:28]3[C:37]4[C:32](=[CH:33][CH:34]=[CH:35][CH:36]=4)[C:31]([NH:38]C(=O)OC(C)(C)C)=[CH:30][CH:29]=3)[CH:24]=[CH:23][N:22]=2)[CH:6]=[C:7]([O:9][CH2:10][CH2:11][O:12][CH2:13][CH2:14][O:15][CH2:16][CH2:17][O:18][CH3:19])[CH:8]=1.C(O)(C(F)(F)F)=O.C(=O)([O-])O.[Na+], predict the reaction product. The product is: [NH2:38][C:31]1[C:32]2[C:37](=[CH:36][CH:35]=[CH:34][CH:33]=2)[C:28]([O:27][C:25]2[CH:24]=[CH:23][N:22]=[C:21]([NH:20][C:5]3[CH:6]=[C:7]([O:9][CH2:10][CH2:11][O:12][CH2:13][CH2:14][O:15][CH2:16][CH2:17][O:18][CH3:19])[CH:8]=[C:3]([O:2][CH3:1])[CH:4]=3)[CH:26]=2)=[CH:29][CH:30]=1. (7) Given the reactants [N:1]([CH2:4][CH:5]([O:13][CH3:14])[CH2:6][C:7]1[CH:12]=[CH:11][CH:10]=[CH:9][CH:8]=1)=[N+]=[N-].[H][H], predict the reaction product. The product is: [CH3:14][O:13][CH:5]([CH2:6][C:7]1[CH:12]=[CH:11][CH:10]=[CH:9][CH:8]=1)[CH2:4][NH2:1]. (8) Given the reactants [CH2:1]([O:8][C@@H:9]1[C@@H:16]([O:17][CH2:18][C:19]2[CH:24]=[CH:23][CH:22]=[CH:21][CH:20]=2)[C@H:15]([O:25][CH2:26][C:27]2[CH:32]=[CH:31][CH:30]=[CH:29][CH:28]=2)[C:12]2([CH2:14][CH2:13]2)[O:11][CH:10]1[OH:33])[C:2]1[CH:7]=[CH:6][CH:5]=[CH:4][CH:3]=1.[CH3:34][O:35][C:36]1[CH:49]=[CH:48][C:39]([CH2:40][C:41]2[CH:46]=[CH:45][CH:44]=[CH:43][C:42]=2O)=[CH:38][CH:37]=1.C1(P(C2C=CC=CC=2)C2C=CC=CC=2)C=CC=CC=1.CC(OC(/N=N/C(OC(C)C)=O)=O)C, predict the reaction product. The product is: [CH2:1]([O:8][CH:9]1[CH:16]([O:17][CH2:18][C:19]2[CH:24]=[CH:23][CH:22]=[CH:21][CH:20]=2)[CH:15]([O:25][CH2:26][C:27]2[CH:28]=[CH:29][CH:30]=[CH:31][CH:32]=2)[C:12]2([CH2:14][CH2:13]2)[O:11][CH:10]1[O:33][C:42]1[CH:43]=[CH:44][CH:45]=[CH:46][C:41]=1[CH2:40][C:39]1[CH:38]=[CH:37][C:36]([O:35][CH3:34])=[CH:49][CH:48]=1)[C:2]1[CH:7]=[CH:6][CH:5]=[CH:4][CH:3]=1.